Dataset: NCI-60 drug combinations with 297,098 pairs across 59 cell lines. Task: Regression. Given two drug SMILES strings and cell line genomic features, predict the synergy score measuring deviation from expected non-interaction effect. (1) Drug 1: CC(C)(C#N)C1=CC(=CC(=C1)CN2C=NC=N2)C(C)(C)C#N. Drug 2: C1=NC2=C(N=C(N=C2N1C3C(C(C(O3)CO)O)F)Cl)N. Cell line: A498. Synergy scores: CSS=-1.40, Synergy_ZIP=0.0671, Synergy_Bliss=-2.29, Synergy_Loewe=-4.26, Synergy_HSA=-3.87. (2) Drug 1: CN1C(=O)N2C=NC(=C2N=N1)C(=O)N. Drug 2: CC1C(C(CC(O1)OC2CC(CC3=C2C(=C4C(=C3O)C(=O)C5=CC=CC=C5C4=O)O)(C(=O)C)O)N)O. Cell line: OVCAR-8. Synergy scores: CSS=36.4, Synergy_ZIP=-3.31, Synergy_Bliss=-2.94, Synergy_Loewe=-2.20, Synergy_HSA=0.470. (3) Drug 1: CC(C)(C#N)C1=CC(=CC(=C1)CN2C=NC=N2)C(C)(C)C#N. Drug 2: CC1CCCC2(C(O2)CC(NC(=O)CC(C(C(=O)C(C1O)C)(C)C)O)C(=CC3=CSC(=N3)C)C)C. Cell line: HS 578T. Synergy scores: CSS=57.9, Synergy_ZIP=3.72, Synergy_Bliss=3.07, Synergy_Loewe=-15.1, Synergy_HSA=1.04. (4) Drug 1: CC1CCC2CC(C(=CC=CC=CC(CC(C(=O)C(C(C(=CC(C(=O)CC(OC(=O)C3CCCCN3C(=O)C(=O)C1(O2)O)C(C)CC4CCC(C(C4)OC)OCCO)C)C)O)OC)C)C)C)OC. Drug 2: CS(=O)(=O)CCNCC1=CC=C(O1)C2=CC3=C(C=C2)N=CN=C3NC4=CC(=C(C=C4)OCC5=CC(=CC=C5)F)Cl. Cell line: MDA-MB-231. Synergy scores: CSS=0.477, Synergy_ZIP=4.16, Synergy_Bliss=4.93, Synergy_Loewe=4.44, Synergy_HSA=4.54. (5) Drug 1: C1CC(C1)(C(=O)O)C(=O)O.[NH2-].[NH2-].[Pt+2]. Drug 2: C(CN)CNCCSP(=O)(O)O. Cell line: SK-MEL-28. Synergy scores: CSS=2.11, Synergy_ZIP=0.0370, Synergy_Bliss=-1.71, Synergy_Loewe=-1.99, Synergy_HSA=-4.78.